This data is from Catalyst prediction with 721,799 reactions and 888 catalyst types from USPTO. The task is: Predict which catalyst facilitates the given reaction. Reactant: [O:1]1[C:5]2[CH:6]=[CH:7][CH:8]=[CH:9][C:4]=2[CH:3]=[C:2]1[C:10]1[N:14]2[N:15]=[C:16](Cl)[CH:17]=[CH:18][C:13]2=[N:12][CH:11]=1.[NH2:20][CH2:21][CH:22]([C:24]1[CH:29]=[CH:28][CH:27]=[CH:26][N:25]=1)[OH:23].[Cl-].[NH4+]. Product: [O:1]1[C:5]2[CH:6]=[CH:7][CH:8]=[CH:9][C:4]=2[CH:3]=[C:2]1[C:10]1[N:14]2[N:15]=[C:16]([NH:20][CH2:21][CH:22]([C:24]3[CH:29]=[CH:28][CH:27]=[CH:26][N:25]=3)[OH:23])[CH:17]=[CH:18][C:13]2=[N:12][CH:11]=1. The catalyst class is: 51.